Dataset: Full USPTO retrosynthesis dataset with 1.9M reactions from patents (1976-2016). Task: Predict the reactants needed to synthesize the given product. (1) The reactants are: [CH:1]([CH:3]=[O:4])=[O:2].[CH2:5]1[NH:10][C:8](=[O:9])[NH:7][CH2:6]1.O. Given the product [NH:7]1[CH2:6][CH2:5][NH:10][C:8]1=[O:9].[CH:3](=[O:4])[CH:1]=[O:2], predict the reactants needed to synthesize it. (2) Given the product [C:1]1([C:33]2[CH:34]=[CH:35][CH:36]=[CH:37][CH:38]=2)[CH:2]=[CH:3][C:4]([C:7]2[N:12]=[C:11]3[C:13]([C:28]([F:29])([F:31])[F:30])=[C:14]([O:18][C@H:19]4[C@H:23]5[O:24][CH2:25][C@@H:26]([OH:27])[C@H:22]5[O:21][CH2:20]4)[NH:15][C:10]3=[CH:9][C:8]=2[Cl:32])=[CH:5][CH:6]=1, predict the reactants needed to synthesize it. The reactants are: [C:1]1([C:33]2[CH:38]=[CH:37][CH:36]=[CH:35][CH:34]=2)[CH:6]=[CH:5][C:4]([C:7]2[N:12]=[C:11]3[C:13]([C:28]([F:31])([F:30])[F:29])=[C:14]([O:18][C@H:19]4[C@H:23]5[O:24][CH2:25][C@@H:26]([OH:27])[C@H:22]5[O:21][CH2:20]4)[N:15](CO)[C:10]3=[CH:9][C:8]=2[Cl:32])=[CH:3][CH:2]=1.C(N)CN.